From a dataset of Full USPTO retrosynthesis dataset with 1.9M reactions from patents (1976-2016). Predict the reactants needed to synthesize the given product. (1) Given the product [O:1]=[C:2]1[C:11]2[CH2:10][CH2:9][N:8]([C:26]([CH:22]3[C:23]([CH3:25])([CH3:24])[C:21]3([CH3:29])[CH3:20])=[O:27])[CH2:7][C:6]=2[NH:5][C:4]2[CH:12]=[CH:13][CH:14]=[C:15]([C:16]([O:18][CH3:19])=[O:17])[C:3]1=2, predict the reactants needed to synthesize it. The reactants are: [O:1]=[C:2]1[C:11]2[CH2:10][CH2:9][NH:8][CH2:7][C:6]=2[NH:5][C:4]2[CH:12]=[CH:13][CH:14]=[C:15]([C:16]([O:18][CH3:19])=[O:17])[C:3]1=2.[CH3:20][C:21]1([CH3:29])[C:23]([CH3:25])([CH3:24])[CH:22]1[C:26](O)=[O:27]. (2) Given the product [OH:27][CH2:28][C:29]1[CH:34]=[CH:33][C:32]([C:2]2[N:7]=[N:6][C:5]([N:8]3[CH2:13][CH2:12][N:11]([C:14]([N:16]4[CH2:21][CH2:20][CH2:19][CH2:18][CH2:17]4)=[O:15])[C@@H:10]([CH3:22])[CH2:9]3)=[C:4]3[CH:23]=[N:24][CH:25]=[CH:26][C:3]=23)=[CH:31][CH:30]=1, predict the reactants needed to synthesize it. The reactants are: Cl[C:2]1[N:7]=[N:6][C:5]([N:8]2[CH2:13][CH2:12][N:11]([C:14]([N:16]3[CH2:21][CH2:20][CH2:19][CH2:18][CH2:17]3)=[O:15])[C@@H:10]([CH3:22])[CH2:9]2)=[C:4]2[CH:23]=[N:24][CH:25]=[CH:26][C:3]=12.[OH:27][CH2:28][C:29]1[CH:34]=[CH:33][C:32](B(O)O)=[CH:31][CH:30]=1.C(=O)([O-])[O-].[Na+].[Na+]. (3) Given the product [F:27][C:25]([F:26])([F:28])[C:20]1[CH:21]=[CH:22][CH:23]=[CH:24][C:19]=1[CH:16]1[CH2:17][CH2:18][N:13]([C:11]([C:5]2[C:4]3[C:8](=[CH:9][CH:10]=[C:2]([C:29]#[N:30])[CH:3]=3)[NH:7][N:6]=2)=[O:12])[CH2:14][CH2:15]1, predict the reactants needed to synthesize it. The reactants are: Br[C:2]1[CH:3]=[C:4]2[C:8](=[CH:9][CH:10]=1)[NH:7][N:6]=[C:5]2[C:11]([N:13]1[CH2:18][CH2:17][CH:16]([C:19]2[CH:24]=[CH:23][CH:22]=[CH:21][C:20]=2[C:25]([F:28])([F:27])[F:26])[CH2:15][CH2:14]1)=[O:12].[C:29]([Cu])#[N:30].CN1C(=O)CCC1. (4) Given the product [Cl:5][C:6]1[C:14]2[N:13]=[C:12]3[N:15]([C:19]4[C:24]([Cl:25])=[CH:23][C:22]([Cl:26])=[CH:21][N:20]=4)[CH2:16][CH2:17][CH2:18][N:11]3[C:10]=2[C:9]([CH:27]([OH:28])[CH2:1][CH3:2])=[CH:8][CH:7]=1, predict the reactants needed to synthesize it. The reactants are: [CH2:1]([Mg]Br)[CH3:2].[Cl:5][C:6]1[CH:7]=[CH:8][C:9]([CH:27]=[O:28])=[C:10]2[C:14]=1[N:13]=[C:12]1[N:15]([C:19]3[C:24]([Cl:25])=[CH:23][C:22]([Cl:26])=[CH:21][N:20]=3)[CH2:16][CH2:17][CH2:18][N:11]21. (5) Given the product [F:35][CH:2]([F:1])[O:3][C:4]1[CH:9]=[CH:8][C:7]([C:10]2[CH:11]=[N:12][C:13]([NH:16][C:17]3[CH:18]=[CH:19][C:20]([CH3:34])=[C:21]([NH:23][C:24]([N:26]4[CH2:33][C:30]5([CH2:32][CH2:31]5)[N:29]([CH3:36])[CH2:28][CH2:27]4)=[O:25])[CH:22]=3)=[N:14][CH:15]=2)=[CH:6][CH:5]=1, predict the reactants needed to synthesize it. The reactants are: [F:1][CH:2]([F:35])[O:3][C:4]1[CH:9]=[CH:8][C:7]([C:10]2[CH:11]=[N:12][C:13]([NH:16][C:17]3[CH:18]=[CH:19][C:20]([CH3:34])=[C:21]([NH:23][C:24]([N:26]4[CH2:33][C:30]5([CH2:32][CH2:31]5)[NH:29][CH2:28][CH2:27]4)=[O:25])[CH:22]=3)=[N:14][CH:15]=2)=[CH:6][CH:5]=1.[CH2:36]=O.[O-]S([O-])(=O)=O.[Na+].[Na+].